Dataset: Peptide-MHC class I binding affinity with 185,985 pairs from IEDB/IMGT. Task: Regression. Given a peptide amino acid sequence and an MHC pseudo amino acid sequence, predict their binding affinity value. This is MHC class I binding data. (1) The peptide sequence is LIFCHSKKK. The MHC is HLA-A31:01 with pseudo-sequence HLA-A31:01. The binding affinity (normalized) is 0.276. (2) The binding affinity (normalized) is 0.736. The MHC is HLA-A02:02 with pseudo-sequence HLA-A02:02. The peptide sequence is LLVAAGMEA. (3) The peptide sequence is VFSDGRVAC. The MHC is HLA-B45:01 with pseudo-sequence HLA-B45:01. The binding affinity (normalized) is 0. (4) The peptide sequence is VMAASGAPF. The MHC is HLA-B27:05 with pseudo-sequence HLA-B27:05. The binding affinity (normalized) is 0.0847. (5) The peptide sequence is LLVDLLWLL. The MHC is HLA-A03:01 with pseudo-sequence HLA-A03:01. The binding affinity (normalized) is 0.150. (6) The peptide sequence is SDDQLRLLK. The MHC is HLA-A02:06 with pseudo-sequence HLA-A02:06. The binding affinity (normalized) is 0.0847.